The task is: Regression. Given two drug SMILES strings and cell line genomic features, predict the synergy score measuring deviation from expected non-interaction effect.. This data is from NCI-60 drug combinations with 297,098 pairs across 59 cell lines. Drug 1: C1=CC=C(C=C1)NC(=O)CCCCCCC(=O)NO. Drug 2: CC1=C(C(=O)C2=C(C1=O)N3CC4C(C3(C2COC(=O)N)OC)N4)N. Cell line: RPMI-8226. Synergy scores: CSS=48.5, Synergy_ZIP=7.10, Synergy_Bliss=10.0, Synergy_Loewe=4.95, Synergy_HSA=11.0.